This data is from Catalyst prediction with 721,799 reactions and 888 catalyst types from USPTO. The task is: Predict which catalyst facilitates the given reaction. Reactant: C(=O)([O-])[O-].[K+].[K+].[C:7]([O:11][C:12]([NH:14][C@H:15]1[C:19]2([CH2:21][CH2:20]2)[CH2:18][NH:17][CH2:16]1)=[O:13])([CH3:10])([CH3:9])[CH3:8].[F:22][C:23]1[C:33]([O:34][CH3:35])=[C:32](F)[C:31]([F:37])=[CH:30][C:24]=1[C:25]([O:27][CH2:28][CH3:29])=[O:26]. Product: [C:7]([O:11][C:12]([NH:14][C@H:15]1[C:19]2([CH2:20][CH2:21]2)[CH2:18][N:17]([C:32]2[C:31]([F:37])=[CH:30][C:24]([C:25]([O:27][CH2:28][CH3:29])=[O:26])=[C:23]([F:22])[C:33]=2[O:34][CH3:35])[CH2:16]1)=[O:13])([CH3:10])([CH3:8])[CH3:9]. The catalyst class is: 10.